From a dataset of NCI-60 drug combinations with 297,098 pairs across 59 cell lines. Regression. Given two drug SMILES strings and cell line genomic features, predict the synergy score measuring deviation from expected non-interaction effect. (1) Synergy scores: CSS=4.55, Synergy_ZIP=-4.89, Synergy_Bliss=-2.96, Synergy_Loewe=-16.9, Synergy_HSA=-4.68. Drug 2: CC1=C(C=C(C=C1)NC(=O)C2=CC=C(C=C2)CN3CCN(CC3)C)NC4=NC=CC(=N4)C5=CN=CC=C5. Drug 1: CN1CCC(CC1)COC2=C(C=C3C(=C2)N=CN=C3NC4=C(C=C(C=C4)Br)F)OC. Cell line: OVCAR3. (2) Synergy scores: CSS=29.5, Synergy_ZIP=-5.13, Synergy_Bliss=2.69, Synergy_Loewe=-5.20, Synergy_HSA=4.88. Drug 2: C(CC(=O)O)C(=O)CN.Cl. Cell line: OVCAR-5. Drug 1: CC(CN1CC(=O)NC(=O)C1)N2CC(=O)NC(=O)C2.